From a dataset of Forward reaction prediction with 1.9M reactions from USPTO patents (1976-2016). Predict the product of the given reaction. (1) Given the reactants [F:1][C:2]([F:29])([F:28])[C:3]1[CH:4]=[C:5]([CH:25]=[CH:26][CH:27]=1)[CH2:6][O:7][N:8]=[C:9]1[CH2:14][CH2:13][N:12]([S:15]([C:18]2[CH:23]=[CH:22][C:21]([NH2:24])=[CH:20][CH:19]=2)(=[O:17])=[O:16])[CH2:11][CH2:10]1.N1C=CC=CC=1.Cl[CH2:37][CH2:38][O:39]C(Cl)=O.[OH-].[K+], predict the reaction product. The product is: [F:29][C:2]([F:1])([F:28])[C:3]1[CH:4]=[C:5]([CH:25]=[CH:26][CH:27]=1)[CH2:6][O:7][N:8]=[C:9]1[CH2:10][CH2:11][N:12]([S:15]([C:18]2[CH:23]=[CH:22][C:21]([NH:24][CH2:37][CH2:38][OH:39])=[CH:20][CH:19]=2)(=[O:16])=[O:17])[CH2:13][CH2:14]1. (2) Given the reactants [CH:1]1([C:4]#[C:5][C:6]2[CH:7]=[C:8]3[C:18](=[CH:19][CH:20]=2)[O:17][C:11]2([CH2:16][CH2:15][CH2:14][O:13][CH2:12]2)[CH2:10][C:9]3=O)[CH2:3][CH2:2]1.C[Si]([N:26]=[C:27]=[N:28][Si](C)(C)C)(C)C, predict the reaction product. The product is: [CH:1]1([C:4]#[C:5][C:6]2[CH:7]=[C:8]3[C:18](=[CH:19][CH:20]=2)[O:17][C:11]2([CH2:16][CH2:15][CH2:14][O:13][CH2:12]2)[CH2:10][C:9]3=[N:28][C:27]#[N:26])[CH2:3][CH2:2]1. (3) Given the reactants [CH3:1][O-:2].[Na+].[CH3:4][OH:5], predict the reaction product. The product is: [CH2:4]([OH:5])[C@@H:1]([C@H:4]([C@@H:1]([C@@H:4]([CH2:1][OH:2])[OH:5])[OH:2])[OH:5])[OH:2]. (4) The product is: [N:8]1[C:17]2[C:12](=[CH:13][CH:14]=[CH:15][C:16]=2[C:18]([O:20][CH3:1])=[O:19])[CH:11]=[CH:10][CH:9]=1. Given the reactants [CH3:1][Si](C=[N+]=[N-])(C)C.[N:8]1[C:17]2[C:12](=[CH:13][CH:14]=[CH:15][C:16]=2[C:18]([OH:20])=[O:19])[CH:11]=[CH:10][CH:9]=1.C(O)(=O)C.C([O-])([O-])=O.[Na+].[Na+], predict the reaction product. (5) Given the reactants O[C@@:2]([CH3:54])([C:5](=[O:53])[C@@H:6]([NH:11][C:12](=[O:52])[C@@H:13]([NH:21][C:22](=[O:51])[C@@H:23]([N:28](C)[C:29](=[O:49])[C@@H:30]([NH:39][C:40](=[O:48])[CH2:41][N:42]1[CH2:47][CH2:46][O:45][CH2:44][CH2:43]1)[CH2:31][CH2:32][C:33]1[CH:38]=[CH:37][CH:36]=[CH:35][CH:34]=1)[CH2:24][CH:25]([CH3:27])[CH3:26])[CH2:14][C:15]1[CH:20]=[CH:19][CH:18]=[CH:17][CH:16]=1)[CH2:7][CH:8]([CH3:10])[CH3:9])[CH2:3][I:4].[CH3:55][O:56][C:57]1[CH:71]=[CH:70][C:60]([CH2:61][O:62][C:63](=[O:69])[CH2:64][CH2:65][C:66]([OH:68])=[O:67])=[CH:59][CH:58]=1.C1CCC(N=C=NC2CCCCC2)CC1, predict the reaction product. The product is: [C:66]([O:68][C@:2]([CH3:54])([CH2:3][I:4])[C:5](=[O:53])[C@H:6]([CH2:7][CH:8]([CH3:9])[CH3:10])[NH:11][C:12](=[O:52])[C@H:13]([CH2:14][C:15]1[CH:16]=[CH:17][CH:18]=[CH:19][CH:20]=1)[NH:21][C:22](=[O:51])[C@H:23]([CH2:24][CH:25]([CH3:27])[CH3:26])[NH:28][C:29](=[O:49])[C@H:30]([CH2:31][CH2:32][C:33]1[CH:38]=[CH:37][CH:36]=[CH:35][CH:34]=1)[NH:39][C:40](=[O:48])[CH2:41][N:42]1[CH2:43][CH2:44][O:45][CH2:46][CH2:47]1)(=[O:67])[CH2:65][CH2:64][C:63]([O:62][CH2:61][C:60]1[CH:59]=[CH:58][C:57]([O:56][CH3:55])=[CH:71][CH:70]=1)=[O:69]. (6) The product is: [Br:11][C:12]1[CH:19]=[CH:18][C:15]([CH2:4][CH2:5][C:6]([OH:7])=[O:8])=[CH:14][CH:13]=1. Given the reactants CC1(C)[O:7][C:6](=[O:8])[CH2:5][C:4](=O)O1.[Br:11][C:12]1[CH:19]=[CH:18][C:15](C=O)=[CH:14][CH:13]=1.Cl, predict the reaction product.